From a dataset of Forward reaction prediction with 1.9M reactions from USPTO patents (1976-2016). Predict the product of the given reaction. (1) Given the reactants [OH:1][C:2]1[C:3]([CH3:26])=[C:4]2[C:9](=[C:10]([CH3:13])[C:11]=1[CH3:12])[O:8][C:7]([CH3:25])([C:14]([N:16]1[CH2:20][CH2:19][CH2:18][C@H:17]1[C:21]([O:23]C)=[O:22])=[O:15])[CH2:6][CH2:5]2.O[Li].O, predict the reaction product. The product is: [OH:1][C:2]1[C:3]([CH3:26])=[C:4]2[C:9](=[C:10]([CH3:13])[C:11]=1[CH3:12])[O:8][C:7]([CH3:25])([C:14]([N:16]1[CH2:20][CH2:19][CH2:18][C@H:17]1[C:21]([OH:23])=[O:22])=[O:15])[CH2:6][CH2:5]2. (2) Given the reactants [CH2:1]([O:3][C:4]([C:6]1[CH:7]=[C:8]([C:12]2[CH:17]=[CH:16][CH:15]=[CH:14][C:13]=2Br)[CH:9]=[CH:10][CH:11]=1)=[O:5])[CH3:2].[CH2:19]([O:26][C:27]1[CH:32]=[CH:31][CH:30]=[CH:29][C:28]=1B(O)O)[C:20]1[CH:25]=[CH:24][CH:23]=[CH:22][CH:21]=1.C(O)C.C(=O)([O-])[O-].[K+].[K+], predict the reaction product. The product is: [CH2:1]([O:3][C:4]([C:6]1[CH:7]=[C:8]([C:12]2[C:13]([C:28]3[CH:29]=[CH:30][CH:31]=[CH:32][C:27]=3[O:26][CH2:19][C:20]3[CH:21]=[CH:22][CH:23]=[CH:24][CH:25]=3)=[CH:14][CH:15]=[CH:16][CH:17]=2)[CH:9]=[CH:10][CH:11]=1)=[O:5])[CH3:2]. (3) Given the reactants [CH3:1][C:2](=O)[CH2:3][CH2:4][C:5](=O)[CH3:6].[CH3:9][N:10]1[CH2:15][CH:14]=[C:13]([C:16]2[C:24]3[C:19](=[CH:20][C:21]([NH2:25])=[CH:22][CH:23]=3)[N:18]([S:26]([C:29]3[CH:34]=[CH:33][CH:32]=[CH:31][CH:30]=3)(=[O:28])=[O:27])[CH:17]=2)[CH2:12][CH2:11]1.C1(C)C=CC(S(O)(=O)=O)=CC=1, predict the reaction product. The product is: [CH3:1][C:2]1[N:25]([C:21]2[CH:20]=[C:19]3[C:24]([C:16]([C:13]4[CH2:14][CH2:15][N:10]([CH3:9])[CH2:11][CH:12]=4)=[CH:17][N:18]3[S:26]([C:29]3[CH:34]=[CH:33][CH:32]=[CH:31][CH:30]=3)(=[O:28])=[O:27])=[CH:23][CH:22]=2)[C:5]([CH3:6])=[CH:4][CH:3]=1. (4) Given the reactants [N:1]1[CH:6]=[CH:5][CH:4]=[CH:3][C:2]=1[CH:7]1[CH2:11][CH2:10][C:9](=[O:12])[CH2:8]1.[BH4-].[Na+], predict the reaction product. The product is: [N:1]1[CH:6]=[CH:5][CH:4]=[CH:3][C:2]=1[C@@H:7]1[CH2:11][CH2:10][C@H:9]([OH:12])[CH2:8]1. (5) Given the reactants CS(C)=O.C(Cl)(=O)C(Cl)=O.N#N.[CH3:13][N:14]([C:18]([C:31]1[CH:36]=[CH:35][CH:34]=[CH:33][CH:32]=1)([C:25]1[CH:30]=[CH:29][CH:28]=[CH:27][CH:26]=1)[C:19]1[CH:24]=[CH:23][CH:22]=[CH:21][CH:20]=1)[CH2:15][CH2:16][OH:17].C(N(CC)CC)C, predict the reaction product. The product is: [CH3:13][N:14]([CH2:15][CH:16]=[O:17])[C:18]([C:19]1[CH:24]=[CH:23][CH:22]=[CH:21][CH:20]=1)([C:31]1[CH:32]=[CH:33][CH:34]=[CH:35][CH:36]=1)[C:25]1[CH:26]=[CH:27][CH:28]=[CH:29][CH:30]=1. (6) Given the reactants [CH3:1][NH:2][C@H:3]1[CH2:8][CH2:7][C@H:6]([CH2:9][CH2:10][CH2:11][CH2:12][CH2:13]OS(C)(=O)=O)[CH2:5][CH2:4]1.FC(F)(F)C(O)=O.Cl[C:27]([O:29][C:30]1[CH:35]=[CH:34][C:33]([Cl:36])=[CH:32][CH:31]=1)=[O:28].[CH3:37][NH:38][CH2:39][CH2:40][CH3:41], predict the reaction product. The product is: [Cl:36][C:33]1[CH:34]=[CH:35][C:30]([O:29][C:27](=[O:28])[N:2]([CH3:1])[C@H:3]2[CH2:4][CH2:5][C@H:6]([CH2:9][CH2:10][CH2:11][CH2:12][CH2:13][N:38]([CH3:37])[CH2:39][CH2:40][CH3:41])[CH2:7][CH2:8]2)=[CH:31][CH:32]=1.